This data is from Experimentally validated miRNA-target interactions with 360,000+ pairs, plus equal number of negative samples. The task is: Binary Classification. Given a miRNA mature sequence and a target amino acid sequence, predict their likelihood of interaction. (1) The miRNA is mmu-miR-188-5p with sequence CAUCCCUUGCAUGGUGGAGGG. The protein sequence of the target gene is MGFLTAVTQGLVRGADRMSKWTSKRGPRTFTKSRGAKKTGIYTSDRKFVQIKEMVPEFVVPDLTGFKLKPYVNYRAPAGIDTPLTAKALFQETVAPAIEKDFKEGTFDANNLEKYGFEPTQEGKLFQLYPKNFPR. Result: 1 (interaction). (2) The miRNA is hsa-miR-2114-5p with sequence UAGUCCCUUCCUUGAAGCGGUC. The protein sequence of the target gene is MAASIVRRGMLLARQVVLPQLSPAGKRYLLSSAYVDSHKWEAREKEHYCLADLASLMDKTFERKLPVSSLTISRLIDNISSREEIDHAEYYLYKFRHSPNCWYLRNWTIHTWIRQCLKYDAQDKALYTLVNKVQYGIFPDNFTFNLLMDSFIKKENYKDALSVVFEVMMQEAFEVPSTQLLSLYVLFHCLAKKTDFSWEEERNFGASLLLPGLKQKNSVGFSSQLYGYALLGKVELQQGLRAVYHNMPLIWKPGYLDRALQVMEKVAASPEDIKLCREALDVLGAVLKALTSADGASEEQ.... Result: 1 (interaction). (3) The miRNA is hsa-miR-3163 with sequence UAUAAAAUGAGGGCAGUAAGAC. The protein sequence of the target gene is MAVVPLLLLGGLWSAVGASSLGVVTCGSVVKLLNTRHNVRLHSHDVRYGSGSGQQSVTGVTSVDDSNSYWRIRGKSATVCERGTPIKCGQPIRLTHVNTGRNLHSHHFTSPLSGNQEVSAFGEEGEGDYLDDWTVLCNGPYWVRDGEVRFKHSSTEVLLSVTGEQYGRPISGQKEVHGMAQPSQNNYWKAMEGIFMKPSELLKAEAHHAEL. Result: 0 (no interaction). (4) The miRNA is mmu-miR-471-5p with sequence UACGUAGUAUAGUGCUUUUCAC. The protein sequence of the target gene is MWIFSSLCAVLTILAMDDVATEAKTTPYTKFTKKSEGKEMLKGLKPSSGFFLDGEETVHTETAAMAEPTTGSPALAMAESTAGPSASATTRLLPFESFSLDTTGFVLNCCHCCSFVTGQKGEPGKMGKQGPKGETGDTGSPGHPGTTGPQGPKGQKGEKGLKGDRGDQGAGGIPGYPGKPGEQGALGPKGDKGTIGPAGTKGQKGSKGELCGNGTKGEKGDPGASGAHGFIGEPGAKGEKGGVGEKGYRGDLGERGEKGQKGEKGMEGEKGSRGDVGSEGKRGSDGLPGLRGDSGPKGEK.... Result: 0 (no interaction).